From a dataset of NCI-60 drug combinations with 297,098 pairs across 59 cell lines. Regression. Given two drug SMILES strings and cell line genomic features, predict the synergy score measuring deviation from expected non-interaction effect. Drug 1: CN1C(=O)N2C=NC(=C2N=N1)C(=O)N. Drug 2: CNC(=O)C1=NC=CC(=C1)OC2=CC=C(C=C2)NC(=O)NC3=CC(=C(C=C3)Cl)C(F)(F)F. Cell line: SK-MEL-28. Synergy scores: CSS=0.609, Synergy_ZIP=-1.36, Synergy_Bliss=-3.02, Synergy_Loewe=-0.166, Synergy_HSA=-1.30.